This data is from Full USPTO retrosynthesis dataset with 1.9M reactions from patents (1976-2016). The task is: Predict the reactants needed to synthesize the given product. (1) Given the product [Br:1][C:2]1[CH:3]=[C:4]([CH:9]=[CH:10][C:11]=1[C:26]1[N:30]([CH3:31])[N:29]=[CH:28][CH:27]=1)[C:5]([O:7][CH3:8])=[O:6], predict the reactants needed to synthesize it. The reactants are: [Br:1][C:2]1[CH:3]=[C:4]([CH:9]=[CH:10][C:11]=1I)[C:5]([O:7][CH3:8])=[O:6].C([O-])([O-])=O.[K+].[K+].CC1(C)COB([C:26]2[N:30]([CH3:31])[N:29]=[CH:28][CH:27]=2)OC1. (2) Given the product [Cl:17][CH:18]([C:22]1[CH:27]=[CH:26][CH:25]=[CH:24][CH:23]=1)[C:19]([C:10]1[C:9]2[C:4](=[CH:5][CH:6]=[CH:7][CH:8]=2)[NH:3][C:2]=1[CH3:1])=[O:20], predict the reactants needed to synthesize it. The reactants are: [CH3:1][C:2]1[NH:3][C:4]2[C:9]([CH:10]=1)=[CH:8][CH:7]=[CH:6][CH:5]=2.N1C=CC=CC=1.[Cl:17][CH:18]([C:22]1[CH:27]=[CH:26][CH:25]=[CH:24][CH:23]=1)[C:19](Cl)=[O:20].